Dataset: Reaction yield outcomes from USPTO patents with 853,638 reactions. Task: Predict the reaction yield, written as a fraction of the theoretical maximum amount of product (1.0 means a 100% yield; for example, 0.34 means a 34% yield). (1) The reactants are Cl[C:2]1[CH:3]=[CH:4][C:5]([N+:10]([O-:12])=[O:11])=[C:6]([NH:8][CH3:9])[CH:7]=1.[CH3:13][C:14]1[CH:15]=[C:16]([OH:24])[CH:17]=[C:18]([CH3:23])[C:19]=1[N+:20]([O-:22])=[O:21].CC(C)([O-])C.[K+].Cl. The catalyst is CN(C)C(=O)C. The product is [CH3:23][C:18]1[CH:17]=[C:16]([CH:15]=[C:14]([CH3:13])[C:19]=1[N+:20]([O-:22])=[O:21])[O:24][C:2]1[CH:3]=[CH:4][C:5]([N+:10]([O-:12])=[O:11])=[C:6]([NH:8][CH3:9])[CH:7]=1. The yield is 0.800. (2) The reactants are Br[CH2:2][C:3]([NH:5][C:6]1[CH:11]=[CH:10][CH:9]=[C:8]([C:12]2[CH:21]=[N:20][C:19]3[C:14](=[CH:15][CH:16]=[CH:17][CH:18]=3)[N:13]=2)[CH:7]=1)=[O:4].[OH:22][CH:23]1[CH2:28][CH2:27][NH:26][CH2:25][CH2:24]1. The catalyst is C(O)(C)C. The product is [OH:22][CH:23]1[CH2:28][CH2:27][N:26]([CH2:2][C:3]([NH:5][C:6]2[CH:11]=[CH:10][CH:9]=[C:8]([C:12]3[CH:21]=[N:20][C:19]4[C:14](=[CH:15][CH:16]=[CH:17][CH:18]=4)[N:13]=3)[CH:7]=2)=[O:4])[CH2:25][CH2:24]1. The yield is 0.260. (3) The reactants are [C:1]([NH:5][S:6]([C:9]1[CH:10]=[N:11][N:12]2[C:17]([NH:18][C:19]3[CH:24]=[C:23]([Cl:25])[CH:22]=[CH:21][C:20]=3[F:26])=[C:16]([C:27](OCC)=[O:28])[CH:15]=[N:14][C:13]=12)(=[O:8])=[O:7])([CH3:4])([CH3:3])[CH3:2].[F:32][C:33]1[CH:38]=[CH:37][C:36]([CH:39]2[CH2:44][CH2:43][NH:42][CH2:41][CH2:40]2)=[CH:35][CH:34]=1. No catalyst specified. The product is [C:1]([NH:5][S:6]([C:9]1[CH:10]=[N:11][N:12]2[C:17]([NH:18][C:19]3[CH:24]=[C:23]([Cl:25])[CH:22]=[CH:21][C:20]=3[F:26])=[C:16]([C:27]([N:42]3[CH2:43][CH2:44][CH:39]([C:36]4[CH:35]=[CH:34][C:33]([F:32])=[CH:38][CH:37]=4)[CH2:40][CH2:41]3)=[O:28])[CH:15]=[N:14][C:13]=12)(=[O:8])=[O:7])([CH3:3])([CH3:2])[CH3:4]. The yield is 0.470. (4) The reactants are [CH:1]1([CH:7]([C:9]2[C:10]([CH3:20])=[N:11][N:12]([C:14]3[CH:19]=[CH:18][CH:17]=[CH:16][CH:15]=3)[CH:13]=2)O)[CH2:6][CH2:5][CH2:4][CH2:3][CH2:2]1.[NH2:21][C:22]1[CH:27]=[CH:26][C:25]([C:28]([NH:30][CH2:31][CH2:32][C:33]([O:35]CC)=[O:34])=[O:29])=[CH:24][CH:23]=1. No catalyst specified. The product is [CH:1]1([CH:7]([NH:21][C:22]2[CH:23]=[CH:24][C:25]([C:28]([NH:30][CH2:31][CH2:32][C:33]([OH:35])=[O:34])=[O:29])=[CH:26][CH:27]=2)[C:9]2[C:10]([CH3:20])=[N:11][N:12]([C:14]3[CH:19]=[CH:18][CH:17]=[CH:16][CH:15]=3)[CH:13]=2)[CH2:6][CH2:5][CH2:4][CH2:3][CH2:2]1. The yield is 0.310. (5) The reactants are F[C:2]1[CH:10]=[N:9][CH:8]=[CH:7][C:3]=1[C:4]([OH:6])=[O:5].[CH3:11][O:12][C:13]1[CH:18]=[CH:17][C:16]([NH2:19])=[CH:15][CH:14]=1.[Li+].C[Si]([N-][Si](C)(C)C)(C)C.Cl. The catalyst is C1COCC1. The product is [CH3:11][O:12][C:13]1[CH:18]=[CH:17][C:16]([NH:19][C:2]2[CH:10]=[N:9][CH:8]=[CH:7][C:3]=2[C:4]([OH:6])=[O:5])=[CH:15][CH:14]=1. The yield is 0.130. (6) The reactants are Cl[C:2]1[N:7]=[CH:6][C:5]([C:8]2[C:18]([CH3:19])=[CH:17][C:11]3[O:12][C:13]([F:16])([F:15])[O:14][C:10]=3[CH:9]=2)=[CH:4][N:3]=1.[F:20][C:21]1[CH:26]=[C:25]([O:27][CH3:28])[CH:24]=[C:23]([F:29])[C:22]=1[CH2:30][NH2:31]. The catalyst is C(Cl)Cl. The product is [F:20][C:21]1[CH:26]=[C:25]([O:27][CH3:28])[CH:24]=[C:23]([F:29])[C:22]=1[CH2:30][NH:31][C:2]1[N:7]=[CH:6][C:5]([C:8]2[C:18]([CH3:19])=[CH:17][C:11]3[O:12][C:13]([F:16])([F:15])[O:14][C:10]=3[CH:9]=2)=[CH:4][N:3]=1. The yield is 0.290. (7) The reactants are [Cl:1][C:2]1[CH:7]=[C:6]([C:8]2C(F)=[C:10]([CH:13]=[CH:14][CH:15]=2)[C:11]#[N:12])[N:5]=[C:4]2[N:17]([CH3:20])[N:18]=[CH:19][C:3]=12.C([NH:24]O)(=O)C.[C:26](=[O:29])([O-])[O-].[K+].[K+]. The catalyst is CN(C)C=O. The product is [Cl:1][C:2]1[CH:7]=[C:6]([C:8]2[C:26]3[O:29][N:24]=[C:11]([NH2:12])[C:10]=3[CH:13]=[CH:14][CH:15]=2)[N:5]=[C:4]2[N:17]([CH3:20])[N:18]=[CH:19][C:3]=12. The yield is 0.400.